This data is from Full USPTO retrosynthesis dataset with 1.9M reactions from patents (1976-2016). The task is: Predict the reactants needed to synthesize the given product. (1) The reactants are: C(O[C:6]([NH:8][CH2:9][C:10]1[CH:11]=[N:12][C:13]([CH:21]([F:23])[F:22])=[C:14]([CH:20]=1)[C:15]([O:17][CH2:18][CH3:19])=[O:16])=[O:7])(C)(C)C.CCN(C(C)C)[CH:27]([CH3:29])[CH3:28].C(Cl)(=O)C(C)C. Given the product [F:23][CH:21]([F:22])[C:13]1[N:12]=[CH:11][C:10]([CH2:9][NH:8][C:6](=[O:7])[CH:27]([CH3:29])[CH3:28])=[CH:20][C:14]=1[C:15]([O:17][CH2:18][CH3:19])=[O:16], predict the reactants needed to synthesize it. (2) Given the product [CH2:15]([S:17][C:2]1[C:11]2[C:6](=[CH:7][CH:8]=[C:9]([I:12])[CH:10]=2)[N:5]=[CH:4][C:3]=1[C:13]#[N:14])[CH3:16], predict the reactants needed to synthesize it. The reactants are: Cl[C:2]1[C:11]2[C:6](=[CH:7][CH:8]=[C:9]([I:12])[CH:10]=2)[N:5]=[CH:4][C:3]=1[C:13]#[N:14].[CH2:15]([SH:17])[CH3:16].CCN(C(C)C)C(C)C. (3) Given the product [Cl:32][C:29]1[CH:28]=[CH:27][C:26]([CH:8]([C:5]2[CH:4]=[CH:3][C:2]([Cl:1])=[CH:7][CH:6]=2)[N:9]2[CH2:12][C:11](=[C:13]([C:18]3[CH:23]=[C:22]([F:24])[CH:21]=[C:20]([F:25])[CH:19]=3)[C:38]([CH3:39])([OH:37])[CH3:33])[CH2:10]2)=[CH:31][CH:30]=1, predict the reactants needed to synthesize it. The reactants are: [Cl:1][C:2]1[CH:7]=[CH:6][C:5]([CH:8]([C:26]2[CH:31]=[CH:30][C:29]([Cl:32])=[CH:28][CH:27]=2)[N:9]2[CH2:12][C:11](=[C:13]([C:18]3[CH:23]=[C:22]([F:24])[CH:21]=[C:20]([F:25])[CH:19]=3)C(OC)=O)[CH2:10]2)=[CH:4][CH:3]=1.[CH3:33][Li].C([O:37][CH2:38][CH3:39])C. (4) Given the product [CH3:39][O:40][CH2:21][CH2:20][CH2:19][CH2:18][O:1][C:2]1[CH:3]=[C:4]([CH:9]=[C:10]([N:12]2[CH2:16][CH2:15][CH2:14][C:13]2=[O:17])[CH:11]=1)[C:5]([O:7][CH3:8])=[O:6], predict the reactants needed to synthesize it. The reactants are: [OH:1][C:2]1[CH:3]=[C:4]([CH:9]=[C:10]([N:12]2[CH2:16][CH2:15][CH2:14][C:13]2=[O:17])[CH:11]=1)[C:5]([O:7][CH3:8])=[O:6].[C:18]1(P([C:19]2[CH:18]=CC=[CH:21][CH:20]=2)[C:19]2[CH:18]=CC=[CH:21][CH:20]=2)C=C[CH:21]=[CH:20][CH:19]=1.N(C(OCC)=O)=N[C:39](OCC)=[O:40]. (5) Given the product [F:25][C:26]1[CH:27]=[C:28]([CH:32]2[CH2:41][CH2:40][C:39]3[C:34](=[CH:35][CH:36]=[C:37]([O:42][C:43]4[N:44]=[CH:45][C:46]([NH2:49])=[CH:47][CH:48]=4)[CH:38]=3)[O:33]2)[CH:29]=[CH:30][CH:31]=1, predict the reactants needed to synthesize it. The reactants are: NC1C=CC(OC2C=C3C(=CC=2)OC(C2C=CC=CC=2)CC3)=NC=1.[F:25][C:26]1[CH:27]=[C:28]([CH:32]2[CH2:41][CH2:40][C:39]3[C:34](=[CH:35][CH:36]=[C:37]([O:42][C:43]4[CH:48]=[CH:47][C:46]([N+:49]([O-])=O)=[CH:45][N:44]=4)[CH:38]=3)[O:33]2)[CH:29]=[CH:30][CH:31]=1. (6) Given the product [I:1][C:2]1[C:8]([CH3:9])=[CH:7][C:5]([N:6]=[CH:32][N:33]([CH2:19][CH3:20])[CH3:34])=[C:4]([CH3:10])[CH:3]=1, predict the reactants needed to synthesize it. The reactants are: [I:1][C:2]1[C:8]([CH3:9])=[CH:7][C:5]([NH2:6])=[C:4]([CH3:10])[CH:3]=1.C(OC(O[CH2:19][CH3:20])OCC)C.C1(C)C=CC(S(O)(=O)=O)=CC=1.[CH3:32][NH:33][CH2:34]C. (7) Given the product [OH:31][C:27]1[C:26]([CH3:39])=[CH:25][C:24]([C:14]2([C:10]3[CH:9]=[C:8]([CH3:40])[C:7]([OH:6])=[C:12]([CH3:13])[CH:11]=3)[C:22]3[C:17](=[CH:18][CH:19]=[CH:20][CH:21]=3)[N:16]([CH2:60][C:59]3[CH:62]=[CH:63][C:56]([O:55][CH3:54])=[CH:57][CH:58]=3)[C:15]2=[O:23])=[CH:29][C:28]=1[CH3:30], predict the reactants needed to synthesize it. The reactants are: C([Si](C)(C)[O:6][C:7]1[C:12]([CH3:13])=[CH:11][C:10]([C:14]2([C:24]3[CH:29]=[C:28]([CH3:30])[C:27]([O:31][Si](C(C)(C)C)(C)C)=[C:26]([CH3:39])[CH:25]=3)[C:22]3[C:17](=[CH:18][CH:19]=[CH:20][CH:21]=3)[NH:16][C:15]2=[O:23])=[CH:9][C:8]=1[CH3:40])(C)(C)C.CC(C)([O-])C.[K+].C1COCC1.[CH3:54][O:55][C:56]1[CH:63]=[CH:62][C:59]([CH2:60]Cl)=[CH:58][CH:57]=1.[F-].C([N+](CCCC)(CCCC)CCCC)CCC.